This data is from NCI-60 drug combinations with 297,098 pairs across 59 cell lines. The task is: Regression. Given two drug SMILES strings and cell line genomic features, predict the synergy score measuring deviation from expected non-interaction effect. Drug 1: COC1=NC(=NC2=C1N=CN2C3C(C(C(O3)CO)O)O)N. Drug 2: C1CNP(=O)(OC1)N(CCCl)CCCl. Cell line: HOP-92. Synergy scores: CSS=2.97, Synergy_ZIP=-2.16, Synergy_Bliss=0.238, Synergy_Loewe=0.164, Synergy_HSA=0.748.